Dataset: Forward reaction prediction with 1.9M reactions from USPTO patents (1976-2016). Task: Predict the product of the given reaction. (1) Given the reactants [Cl:1][C:2]1[CH:10]=[C:9]([C:11]2[N:16]=[C:15]3[N:17]([CH2:20][C:21]4[CH:22]=[C:23]5[C:28](=[CH:29][CH:30]=4)[N:27]=[CH:26][CH:25]=[CH:24]5)[N:18]=[N:19][C:14]3=[CH:13][CH:12]=2)[CH:8]=[CH:7][C:3]=1[C:4](O)=[O:5].[CH2:31]([NH2:34])[CH2:32][CH3:33], predict the reaction product. The product is: [Cl:1][C:2]1[CH:10]=[C:9]([C:11]2[N:16]=[C:15]3[N:17]([CH2:20][C:21]4[CH:22]=[C:23]5[C:28](=[CH:29][CH:30]=4)[N:27]=[CH:26][CH:25]=[CH:24]5)[N:18]=[N:19][C:14]3=[CH:13][CH:12]=2)[CH:8]=[CH:7][C:3]=1[C:4]([NH:34][CH2:31][CH2:32][CH3:33])=[O:5]. (2) Given the reactants C[O:2][C:3](=O)[CH2:4][N:5]1[C:14]([C:15]2[CH:20]=[CH:19][C:18]([F:21])=[C:17]([O:22][CH3:23])[CH:16]=2)=[CH:13][C:12]2[C:7](=[CH:8][C:9]([Cl:24])=[CH:10][CH:11]=2)[C:6]1=[O:25].[CH3:27][CH:28]([NH2:30])[CH3:29], predict the reaction product. The product is: [Cl:24][C:9]1[CH:8]=[C:7]2[C:12]([CH:13]=[C:14]([C:15]3[CH:20]=[CH:19][C:18]([F:21])=[C:17]([O:22][CH3:23])[CH:16]=3)[N:5]([CH2:4][C:3]([NH:30][CH:28]([CH3:29])[CH3:27])=[O:2])[C:6]2=[O:25])=[CH:11][CH:10]=1. (3) Given the reactants [CH3:1][N:2]1[C:7]2[C:8](C)=[CH:9][NH:10][C:6]=2[C:5](=[O:12])[N:4]([CH3:13])[C:3]1=[O:14].Br[CH2:16][C:17]([NH:19][C:20]1[S:21][CH:22]=[C:23]([C:25]2[CH:30]=[C:29]([Cl:31])[C:28]([O:32][CH2:33][CH2:34][C:35]([F:41])([F:40])[C:36]([F:39])([F:38])[F:37])=[C:27]([Cl:42])[CH:26]=2)[N:24]=1)=[O:18].[H-].[Na+], predict the reaction product. The product is: [Cl:42][C:27]1[CH:26]=[C:25]([C:23]2[N:24]=[C:20]([NH:19][C:17](=[O:18])[CH2:16][N:10]3[C:6]4[C:5](=[O:12])[N:4]([CH3:13])[C:3](=[O:14])[N:2]([CH3:1])[C:7]=4[CH:8]=[CH:9]3)[S:21][CH:22]=2)[CH:30]=[C:29]([Cl:31])[C:28]=1[O:32][CH2:33][CH2:34][C:35]([F:41])([F:40])[C:36]([F:38])([F:39])[F:37]. (4) Given the reactants [Br:1][C:2]1[CH:9]=[C:8]([O:10][CH3:11])[CH:7]=[CH:6][C:3]=1[C:4]#[N:5].[I:12]I, predict the reaction product. The product is: [Br:1][C:2]1[CH:9]=[C:8]([O:10][CH3:11])[C:7]([I:12])=[CH:6][C:3]=1[C:4]#[N:5]. (5) Given the reactants Br[CH2:2][C:3]1[C:13]([Cl:14])=[N:12][CH:11]=[CH:10][C:4]=1[C:5]([O:7]CC)=O.[F:15][C:16]1[CH:30]=[CH:29][C:19]([O:20][C:21]2[N:26]=[CH:25][C:24]([CH2:27][NH2:28])=[CH:23][CH:22]=2)=[CH:18][CH:17]=1, predict the reaction product. The product is: [Cl:14][C:13]1[C:3]2[CH2:2][N:28]([CH2:27][C:24]3[CH:25]=[N:26][C:21]([O:20][C:19]4[CH:29]=[CH:30][C:16]([F:15])=[CH:17][CH:18]=4)=[CH:22][CH:23]=3)[C:5](=[O:7])[C:4]=2[CH:10]=[CH:11][N:12]=1.